Predict the reactants needed to synthesize the given product. From a dataset of Full USPTO retrosynthesis dataset with 1.9M reactions from patents (1976-2016). (1) Given the product [F:1][C:2]1[CH:3]=[C:4]([N:9]2[CH2:13][CH:12]([CH2:14][N:15]3[CH:19]=[CH:18][N:17]=[N:16]3)[O:11][C:10]2=[O:20])[CH:5]=[CH:6][C:7]=1[B:21]1[O:25][C:24]([CH3:27])([CH3:26])[C:23]([CH3:29])([CH3:28])[O:22]1, predict the reactants needed to synthesize it. The reactants are: [F:1][C:2]1[CH:3]=[C:4]([N:9]2[CH2:13][C@H:12]([CH2:14][N:15]3[CH:19]=[CH:18][N:17]=[N:16]3)[O:11][C:10]2=[O:20])[CH:5]=[CH:6][C:7]=1I.[B:21]1([B:21]2[O:25][C:24]([CH3:27])([CH3:26])[C:23]([CH3:29])([CH3:28])[O:22]2)[O:25][C:24]([CH3:27])([CH3:26])[C:23]([CH3:29])([CH3:28])[O:22]1.C([O-])(=O)C.[K+].C(OCC)(=O)C. (2) Given the product [C:26]1([N:25]2[C:21]([C:16]3[C:17](=[O:20])[CH:18]=[CH:19][N:14]([CH:11]4[CH2:12][CH2:13][NH:8][CH2:9][CH2:10]4)[N:15]=3)=[CH:22][CH:23]=[N:24]2)[CH:27]=[CH:28][CH:29]=[CH:30][CH:31]=1, predict the reactants needed to synthesize it. The reactants are: C([N:8]1[CH2:13][CH2:12][CH:11]([N:14]2[CH:19]=[CH:18][C:17](=[O:20])[C:16]([C:21]3[N:25]([C:26]4[CH:31]=[CH:30][CH:29]=[CH:28][CH:27]=4)[N:24]=[CH:23][CH:22]=3)=[N:15]2)[CH2:10][CH2:9]1)C1C=CC=CC=1. (3) Given the product [CH2:1]([O:8][C@@H:9]([C@@H:11]1[NH:16][C:15](=[O:24])[C:14]2[C:25]([C:28]([OH:30])=[O:29])=[CH:26][O:27][C:13]=2[CH2:12]1)[CH3:10])[C:2]1[CH:7]=[CH:6][CH:5]=[CH:4][CH:3]=1, predict the reactants needed to synthesize it. The reactants are: [CH2:1]([O:8][C@@H:9]([C@@H:11]1[N:16](C(OC(C)(C)C)=O)[C:15](=[O:24])[C:14]2[C:25]([C:28]([O:30]CC)=[O:29])=[CH:26][O:27][C:13]=2[CH2:12]1)[CH3:10])[C:2]1[CH:7]=[CH:6][CH:5]=[CH:4][CH:3]=1.O=C1C2C(C(OCC)=O)=COC=2CC2(CCOCC2)C1. (4) Given the product [CH3:14][CH:15]1[CH2:20][CH2:19][CH2:18][CH2:17][N:16]1[C:2]1[C:7]([N+:8]([O-:10])=[O:9])=[CH:6][C:5]([N+:11]([O-:13])=[O:12])=[CH:4][N:3]=1, predict the reactants needed to synthesize it. The reactants are: Cl[C:2]1[C:7]([N+:8]([O-:10])=[O:9])=[CH:6][C:5]([N+:11]([O-:13])=[O:12])=[CH:4][N:3]=1.[CH3:14][CH:15]1[CH2:20][CH2:19][CH2:18][CH2:17][NH:16]1. (5) Given the product [NH2:5][C:6]1([C:15]([O:17][CH2:18][CH3:19])=[O:16])[C:14]2[C:9](=[CH:10][CH:11]=[CH:12][CH:13]=2)[CH2:8][CH2:7]1, predict the reactants needed to synthesize it. The reactants are: S(Cl)(Cl)=O.[NH2:5][C:6]1([C:15]([OH:17])=[O:16])[C:14]2[C:9](=[CH:10][CH:11]=[CH:12][CH:13]=2)[CH2:8][CH2:7]1.[CH2:18](O)[CH3:19]. (6) Given the product [Cl:2][C:3]1[CH:4]=[C:5]2[C:9](=[CH:10][CH:11]=1)[C:8](=[O:25])[CH:7]([O:13][CH3:14])[CH2:6]2, predict the reactants needed to synthesize it. The reactants are: Cl.[Cl:2][C:3]1[CH:4]=[C:5]2[C:9](=[CH:10][CH:11]=1)[C@@H:8](N)[C@@H:7]([O:13][CH3:14])[CH2:6]2.ClC1C=C2C(=CC=1)C(=[O:25])CC2.COC(OC)OC.CC1C=CC(S(OI(O)C2C=CC=CC=2)(=O)=O)=CC=1.